Predict the reaction yield, written as a fraction of the theoretical maximum amount of product (1.0 means a 100% yield; for example, 0.34 means a 34% yield). From a dataset of Reaction yield outcomes from USPTO patents with 853,638 reactions. The reactants are [NH2:1][C:2]1[C:7]([S:8]([N:11]([CH3:13])[CH3:12])(=[O:10])=[O:9])=[CH:6][C:5](Br)=[CH:4][N:3]=1.[CH3:15][C:16]1([CH3:32])[C:20]([CH3:22])([CH3:21])[O:19][B:18]([B:18]2[O:19][C:20]([CH3:22])([CH3:21])[C:16]([CH3:32])([CH3:15])[O:17]2)[O:17]1.C([O-])(=O)C.[K+]. The catalyst is O1CCOCC1. The product is [NH2:1][C:2]1[C:7]([S:8]([N:11]([CH3:13])[CH3:12])(=[O:10])=[O:9])=[CH:6][C:5]([B:18]2[O:19][C:20]([CH3:22])([CH3:21])[C:16]([CH3:32])([CH3:15])[O:17]2)=[CH:4][N:3]=1. The yield is 0.860.